From a dataset of CYP2C19 inhibition data for predicting drug metabolism from PubChem BioAssay. Regression/Classification. Given a drug SMILES string, predict its absorption, distribution, metabolism, or excretion properties. Task type varies by dataset: regression for continuous measurements (e.g., permeability, clearance, half-life) or binary classification for categorical outcomes (e.g., BBB penetration, CYP inhibition). Dataset: cyp2c19_veith. (1) The molecule is COc1ccc(-c2nnc(-c3cccnc3)o2)cc1. The result is 1 (inhibitor). (2) The compound is CCN(CC)CCOc1ccc2nc(N(C)C)sc2c1.Cl. The result is 0 (non-inhibitor). (3) The drug is COc1cccc(C(=O)Nc2nc3c(s2)CN(C)CC3)c1. The result is 1 (inhibitor). (4) The drug is CC(=O)NCCNc1nc(-c2ccc(C(=O)N(C)C)cc2)nc2ccccc12. The result is 0 (non-inhibitor). (5) The molecule is S=C(Nc1ccccc1)Nc1ccc(OCc2ccccc2)cc1. The result is 1 (inhibitor).